This data is from Forward reaction prediction with 1.9M reactions from USPTO patents (1976-2016). The task is: Predict the product of the given reaction. (1) Given the reactants [CH3:1][O:2][C:3]1[CH:4]=[C:5]([CH:7]=[CH:8][C:9]=1[O:10][CH2:11][O:12][CH2:13][CH2:14][Si:15]([CH3:18])([CH3:17])[CH3:16])[NH2:6].[F:19][C:20]([F:30])([F:29])[O:21][C:22]1[CH:27]=[CH:26][C:25]([OH:28])=[CH:24][CH:23]=1, predict the reaction product. The product is: [CH3:1][O:2][C:3]1[CH:4]=[C:5]([N:6]2[CH2:7][CH2:8][CH:9]([O:28][C:25]3[CH:24]=[CH:23][C:22]([O:21][C:20]([F:29])([F:30])[F:19])=[CH:27][CH:26]=3)[C:3]2=[O:2])[CH:7]=[CH:8][C:9]=1[O:10][CH2:11][O:12][CH2:13][CH2:14][Si:15]([CH3:17])([CH3:16])[CH3:18]. (2) Given the reactants [CH3:1][C:2]1[C:9]([C:10]2[S:11][C:12]([C:21]([NH2:23])=O)=[C:13]([C:15]3[CH:20]=[CH:19][CH:18]=[CH:17][CH:16]=3)[N:14]=2)=[C:5]2[S:6][CH:7]=[CH:8][N:4]2[N:3]=1.O.[NH2:25]N.[C:27]([OH:30])(=[O:29])[CH3:28].COC(OC)[N:34]([CH3:36])C, predict the reaction product. The product is: [C:27]([OH:30])(=[O:29])[CH3:28].[CH3:1][C:2]1[C:9]([C:10]2[S:11][C:12]([C:21]3[NH:23][CH:36]=[N:34][N:25]=3)=[C:13]([C:15]3[CH:20]=[CH:19][CH:18]=[CH:17][CH:16]=3)[N:14]=2)=[C:5]2[S:6][CH:7]=[CH:8][N:4]2[N:3]=1.